From a dataset of Forward reaction prediction with 1.9M reactions from USPTO patents (1976-2016). Predict the product of the given reaction. (1) The product is: [CH2:17]([O:20][C:21]1([CH3:50])[CH2:22][CH2:23][N:24]([C:27]2[N:32]3[N:33]=[C:34]([CH2:36][O:10][CH:8]([C:5]4[CH:6]=[CH:7][C:2]([CH3:1])=[CH:3][C:4]=4[O:11][C@H:12]([CH2:14][CH:15]=[CH2:16])[CH3:13])[CH3:9])[CH:35]=[C:31]3[N:30]=[C:29]([CH3:38])[C:28]=2[C@H:39]([O:45][C:46]([CH3:49])([CH3:48])[CH3:47])[C:40]([O:42][CH2:43][CH3:44])=[O:41])[CH2:25][CH2:26]1)[CH:18]=[CH2:19]. Given the reactants [CH3:1][C:2]1[CH:7]=[CH:6][C:5]([CH:8]([OH:10])[CH3:9])=[C:4]([O:11][C@H:12]([CH2:14][CH:15]=[CH2:16])[CH3:13])[CH:3]=1.[CH2:17]([O:20][C:21]1([CH3:50])[CH2:26][CH2:25][N:24]([C:27]2[N:32]3[N:33]=[C:34]([CH2:36]I)[CH:35]=[C:31]3[N:30]=[C:29]([CH3:38])[C:28]=2[C@H:39]([O:45][C:46]([CH3:49])([CH3:48])[CH3:47])[C:40]([O:42][CH2:43][CH3:44])=[O:41])[CH2:23][CH2:22]1)[CH:18]=[CH2:19].[H-].[Na+], predict the reaction product. (2) The product is: [CH3:17][O:16][CH2:15][CH2:14][N:4]1[C:5](=[O:13])[C:6]([C:7]2[CH:12]=[CH:11][CH:10]=[CH:9][CH:8]=2)=[C:2]([NH:25][C:24]2[CH:26]=[CH:27][C:21]([S:20][CH3:19])=[CH:22][CH:23]=2)[C:3]1=[O:18]. Given the reactants Cl[C:2]1[C:3](=[O:18])[N:4]([CH2:14][CH2:15][O:16][CH3:17])[C:5](=[O:13])[C:6]=1[C:7]1[CH:12]=[CH:11][CH:10]=[CH:9][CH:8]=1.[CH3:19][S:20][C:21]1[CH:27]=[CH:26][C:24]([NH2:25])=[CH:23][CH:22]=1.O, predict the reaction product. (3) Given the reactants [C:1]([O:4][C@H:5]([C:9]1[CH:14]=[CH:13][CH:12]=[CH:11][CH:10]=1)[C:6]([OH:8])=O)(=[O:3])[CH3:2].Cl.CN(C)CCCN=C=NCC.[O:27]1[CH2:32][CH2:31][CH2:30][CH2:29][CH:28]1[N:33]1[C:41]2[C:36](=[CH:37][C:38]([C:42]3[N:46]=[CH:45][N:44]([C:47]([C:60]4[CH:65]=[CH:64][CH:63]=[CH:62][CH:61]=4)([C:54]4[CH:59]=[CH:58][CH:57]=[CH:56][CH:55]=4)[C:48]4[CH:53]=[CH:52][CH:51]=[CH:50][CH:49]=4)[N:43]=3)=[CH:39][CH:40]=2)[C:35]([C:66]2[CH:67]=[C:68]([NH2:72])[CH:69]=[CH:70][CH:71]=2)=[N:34]1, predict the reaction product. The product is: [C:1]([O:4][C@@H:5]([C:6](=[O:8])[NH:72][C:68]1[CH:69]=[CH:70][CH:71]=[C:66]([C:35]2[C:36]3[C:41](=[CH:40][CH:39]=[C:38]([C:42]4[N:46]=[CH:45][N:44]([C:47]([C:48]5[CH:49]=[CH:50][CH:51]=[CH:52][CH:53]=5)([C:54]5[CH:59]=[CH:58][CH:57]=[CH:56][CH:55]=5)[C:60]5[CH:65]=[CH:64][CH:63]=[CH:62][CH:61]=5)[N:43]=4)[CH:37]=3)[N:33]([CH:28]3[CH2:29][CH2:30][CH2:31][CH2:32][O:27]3)[N:34]=2)[CH:67]=1)[C:9]1[CH:14]=[CH:13][CH:12]=[CH:11][CH:10]=1)(=[O:3])[CH3:2]. (4) Given the reactants [F:1][C:2]([F:7])([F:6])[C:3]([OH:5])=[O:4].[NH2:8][CH:9]1[CH2:14][CH2:13][CH:12]([NH:15][C:16]([C:18]2[N:26]=[C:25]3[C:21]([N:22]=[CH:23][N:24]3[C@@H:27]3[CH2:31][C@H:30]([N:32]4[CH:36]=[C:35]([CH2:37][OH:38])[CH:34]=[N:33]4)[C@@H:29]([OH:39])[C@H:28]3[OH:40])=[C:20]([NH:41][CH2:42][CH:43]([C:50]3[CH:55]=[CH:54][CH:53]=[CH:52][CH:51]=3)[C:44]3[CH:49]=[CH:48][CH:47]=[CH:46][CH:45]=3)[N:19]=2)=[O:17])[CH2:11][CH2:10]1.FC(F)(F)C(O)=O.C(NC(=O)NCCCNC(C1N=[C:81]2C(N=[CH:79][N:80]2[C@@H:83]2C[C@H](N3C=C(CO)C=N3)[C@@H](O)[C@H:84]2[OH:96])=C(NCC(C2C=CC=CC=2)C2C=CC=CC=2)N=1)=O)C.Cl.CC(C)(N)C(Cl)=O, predict the reaction product. The product is: [F:1][C:2]([F:7])([F:6])[C:3]([OH:5])=[O:4].[CH3:79][N:80]([CH3:81])[CH2:83][C:84]([NH:8][CH:9]1[CH2:14][CH2:13][CH:12]([NH:15][C:16]([C:18]2[N:26]=[C:25]3[C:21]([N:22]=[CH:23][N:24]3[C@@H:27]3[CH2:31][C@H:30]([N:32]4[CH:36]=[C:35]([CH2:37][OH:38])[CH:34]=[N:33]4)[CH:29]([OH:39])[CH:28]3[OH:40])=[C:20]([NH:41][CH2:42][CH:43]([C:50]3[CH:55]=[CH:54][CH:53]=[CH:52][CH:51]=3)[C:44]3[CH:45]=[CH:46][CH:47]=[CH:48][CH:49]=3)[N:19]=2)=[O:17])[CH2:11][CH2:10]1)=[O:96].